From a dataset of Reaction yield outcomes from USPTO patents with 853,638 reactions. Predict the reaction yield, written as a fraction of the theoretical maximum amount of product (1.0 means a 100% yield; for example, 0.34 means a 34% yield). The reactants are [CH3:1][Si]([N-][Si](C)(C)C)(C)C.[K+].[C:11]1([CH:17]([N:19]2[CH2:30][CH:22]3[C:23]4[CH:24]=[CH:25][S:26][C:27]=4[C:28](=O)[CH:21]3[CH2:20]2)[CH3:18])[CH:16]=[CH:15][CH:14]=[CH:13][CH:12]=1. The catalyst is [Br-].C[P+](C1C=CC=CC=1)(C1C=CC=CC=1)C1C=CC=CC=1.C1COCC1.ClCCl. The product is [CH2:1]=[C:28]1[C:27]2[S:26][CH:25]=[CH:24][C:23]=2[CH:22]2[CH2:30][N:19]([CH:17]([C:11]3[CH:16]=[CH:15][CH:14]=[CH:13][CH:12]=3)[CH3:18])[CH2:20][CH:21]12. The yield is 0.748.